From a dataset of Human Reference Interactome with 51,813 positive PPI pairs across 8,248 proteins, plus equal number of experimentally-validated negative pairs. Binary Classification. Given two protein amino acid sequences, predict whether they physically interact or not. (1) Protein 1 (ENSG00000126778) has sequence MSMNPERPFKAEDKENTENNNSSSNKQNQLSPLEGGKPLMSSSEEEFSPPQSPDQNSVLLLQGNMGHARSSNYSLPGLTASQPSHGLQTHQHQLQDSLLGPLTSSLVDLGS*MSMLPSFGFTQEQVACVCEVLQQGGNLERLGRFLWSLPACDHLHKNESVLKAKAVVAFHRGNFRELYKILESHQFSPHNHPKLQQLWLKAHYVEAEKLRGRPLGAVGKYRVRRKFPLPRTIWDGEETSYCFKEKSRGVLREWYAHNPYPSPREKRELAEATGLTTTQVSNWFKNRRQRDRAAEAKERE.... Protein 2 (ENSG00000151575) has sequence MAGRSLCLTRSSVPGTPFPPPVQQPSTPGPDLLALEEEYKRLNAELQAKTADVVQQAKEIIRDRQEVRSRPVSTQMKSCDDEDDYSLRGLLPSEGIVHLHSETKPKTKNIDPVNKVQNKLHSANKGRKTNSSVKLKYSDVQTADDVAIPEDFSDFSLAKTISKIEGQLEEEGLPEYIDDIFSGVSNDIGTEAQIRFLKAKLHVMQEELDNVVCECNKKEDEIQNLKSQVKNFEEDFMRQQRTINMQQSQVEKYKTLFEEANKKYDGLQQQLSSVERELENKRRLQKQAASSQSATEVRLN.... Result: 0 (the proteins do not interact). (2) Protein 1 (ENSG00000103043) has sequence MNPEKDFAPLTPNIVRALNDKLYEKRKVAALEIEKLVREFVAQNNTVQIKHVIQTLSQEFALSQHPHSRKGGLIGLAACSIALGKDSGLYLKELIEPVLTCFNDADSRLRYYACEALYNIVKVARGAVLPHFNVLFDGLSKLAADPDPNVKSGSELLDRLLKDIVTESNKFDLVSFIPLLRERIYSNNQYARQFIISWILVLESVPDINLLDYLPEILDGLFQILGDNGKEIRKMCEVVLGEFLKEIKKNPSSVKFAEMANILVIHCQTTDDLIQLTAMCWMREFIQLAGRVMLPYSSGI.... Result: 1 (the proteins interact). Protein 2 (ENSG00000108187) has sequence MKLPIFIADAFTARAFRGNPAAVCLLENELDEDMHQKIAREMNLSETAFIRKLHPTDNFAQSSCFGLRWFTPASEVPLCGHATLASAAVLFHKIKNMNSTLTFVTLSGELRARRAEDGIVLDLPLYPAHPQDFHEVEDLIKTAIGNTLVQDICYSPDTQKLLVRLSDVYNRSFLENLKVNTENLLQVENTGKVKGLILTLKGEPGGQTQAFDFYSRYFAPWVGVAEDPVTGSAHAVLSSYWSQHLGKKEMHAFQCSHRGGELGISLRPDGRVDIRGGAAVVLEGTLTA*MHQKIAREMNL.... (3) Protein 1 (ENSG00000152430) has sequence MTELEYPKGSSIMPAAGTMYLTTSTGYPYTYHNGVAYFHTPEVTSVPPPWPSRSVCSSPVMVAQPIYQQPAYHYQATTQYLPGQWQWSVPQPSASSAPFLYLQPSEVIYQPVEIAQDGGCVPPPLSLMETSVPEPYSDHGVQATYHQVYAPSAITMPAPVMQPEPIKTVWSIHY*METESGPQTSNQMQTDSLSPSPNPVSPVPLNNPTSAPRYGTVIPNRIFVGGIDFKTNESDLRKFFSQYGSVKEVKIVNDRAGVSKGYGFVTFETQEDAQKILQEAEKLNYKDKKLNIGPAIRKQQ.... Protein 2 (ENSG00000166831) has sequence MSNLKPDGEHGGSTGTGSGAGSGGALEEEVRTLFVSGLPVDIKPRELYLLFRPFKGYEGSLIKLTARQPVGFVIFDSRAGAEAAKNALNGIRFDPENPQTLRLEFAKANTKMAKSKLMATPNPSNVHPALGAHFIARDPYDLMGAALIPASPEAWAPYPLYTTELTPAISHAAFTYPTATAAAAALHAQVRWYPSSDTTQQGWKYRQFC*MAKSKLMATPNPSNVHPALGAHFIARDPYDLMGAALIPASPEAWAPYPLYTTELTPAISHAAFTYPTATAAAAALHAQVRWYPSSDTTQQ.... Result: 1 (the proteins interact). (4) Protein 1 (ENSG00000105221) has sequence MNEVSVIKEGWLHKRGEYIKTWRPRYFLLKSDGSFIGYKERPEAPDQTLPPLNNFSVAECQLMKTERPRPNTFVIRCLQWTTVIERTFHVDSPDEREEWMRAIQMVANSLKQRAPGEDPMDYKCGSPSDSSTTEEMEVAVSKARAKVTMNDFDYLKLLGKGTFGKVILVREKATGRYYAMKILRKEVIIAKDEVAHTVTESRVLQNTRHPFLTALKYAFQTHDRLCFVMEYANGGELFFHLSRERVFTEERARFYGAEIVSALEYLHSRDVVYRDIKVLEDNDYGRAVDWWGLGVVMYEM.... Protein 2 (ENSG00000154447) has sequence MDESALLDLLECPVCLERLDASAKVLPCQHTFCKRCLLGIVGSRNELRCPECRTLVGSGVEELPSNILLVRLLDGIKQRPWKPGPGGGSGTNCTNALRSQSSTVANCSSKDLQSSQGGQQPRVQSWSPPVRGIPQLPCAKALYNYEGKEPGDLKFSKGDIIILRRQVDENWYHGEVNGIHGFFPTNFVQIIKPLPQPPPQCKALYDFEVKDKEADKDCLPFAKDDVLTVIRRVDENWAEGMLADKIGIFPISYVEFNSAAKQLIEWDKPPVPGVDAGECSSAAAQSSTAPKHSDTKKNTK.... Result: 1 (the proteins interact). (5) Protein 1 (ENSG00000069011) has sequence MDAFKGGMSLERLPEGLRPPPPPPHDMGPAFHLARPADPREPLENSASESSDTELPEKERGGEPKGPEDSGAGGTGCGGADDPAKKKKQRRQRTHFTSQQLQELEATFQRNRYPDMSMREEIAVWTNLTEPRVRVWFKNRRAKWRKRERNQQLDLCKGGYVPQFSGLVQPYEDVYAAGYSYNNWAAKSLAPAPLSTKSFTFFNSMSPLSSQSMFSAPSSISSMTMPSSMGPGAVPGMPNSGLNNINNLTGSSLNSAMSPGACPYGTPASPYSVYRDTCNSSLASLRLKSKQHSSFGYGGL.... Protein 2 (ENSG00000102145) has sequence MEFPGLGSLGTSEPLPQFVDPALVSSTPESGVFFPSGPEGLDAAASSTAPSTATAAAAALAYYRDAEAYRHSPVFQVYPLLNCMEGIPGGSPYAGWAYGKTGLYPASTVCPTREDSPPQAVEDLDGKGSTSFLETLKTERLSPDLLTLGPALPSSLPVPNSAYGGPDFSSTFFSPTGSPLNSAAYSSPKLRGTLPLPPCEARECVNCGATATPLWRRDRTGHYLCNACGLYHKMNGQNRPLIRPKKRLIVSKRAGTQCTNCQTTTTTLWRRNASGDPVCNACGLYYKLHQVNRPLTMRKD.... Result: 1 (the proteins interact). (6) Protein 1 (ENSG00000159905) has sequence MISPSLELLHSGLCKFPEVEGKMTTFKEAVTFKDVAVVFTEEELGLLDPAQRKLYRDVMLENFRNLLSVGNQPFHQDTFHFLGKEKFWKMKTTSQREGNSGGKIQIEMETVPEAGPHEEWSCQQIWEQIASDLTRSQNSIRNSSQFFKEGDVPCQIEARLSISHVQQKPYRCNECKQSFSDVSVFDLHQQSHSGEKSHTCGECGKSFCYSPALHIHQRVHMGEKCYKCDVCGKEFNQSSHLQTHQRVHTGEKPFKCGQCGKGFHSRSALNVHCKLHTGEKPYNCEECGKAFIHDSQLQEH.... Protein 2 (ENSG00000137700) has sequence MAAQGYGYYRTVIFSAMFGGYSLYYFNRKTFSFVMPSLVEEIPLDKDDLGFITSSQSAAYAISKFVSGVLSDQMSARWLFSSGLLLVGLVNIFFAWSSTVPVFAALWFLNGLAQGLGWPPCGKVLRKWFEPSQFGTWWAILSTSMNLAGGLGPILATILAQSYSWRSTLALSGALWVVVSFLCLLLIHNEPADVGLRNLDPMPSEGKKGSLKEESTLQELLLSPYLWVLSTGYLVVFGVKTCCTDWGQFFLIQEKGQSALVGSSYMSALEVGGLVGSIAAGYLSDRAMAKAGLSNYGNPR.... Result: 0 (the proteins do not interact). (7) Protein 1 (ENSG00000144711) has sequence MWCLHCNSERTQSLLELELDSGVEGEAPSSETGTSLDSPSAYPQGPLVPGSSLSPDHYEHTSVGAYGLYSGPPGQQQRTRRPKLQHSTSILRKQAEEEAIKRSRSLSESYELSSDLQDKQVEMLERKYGGRLVTRHAARTIQTAFRQYQMNKNFERLRSSMSENRMSRRIVLSNMRMQFSFEGPEKVHSSYFEGKQVSVTNDGSQLGALVSPECGDLSEPTTLKSPAPSSDFADAITELEDAFSRQVKSLAESIDDALNCRSLHTEEAPALDAARARDTEPQTALHGMDHRKLDEMTASY.... Protein 2 (ENSG00000198839) has sequence MAASKTQGAVARMQEDRDGSCSTVGGVGYGVRIVSWSRFPCQKVQVAPPL*MAASKTQGAVARMQEDRDGSCSTVGGVGYGDSKDCILEPLSLPESPGGTTTLEGSPSVPCIFCEEHFPVAEQDKLLKHMIIEHKIVIADVKLVADFQRYILYWRKRFTEQPITDFCSVIRINSTAPFEEQENYFLLCDVLPEDRILREELQKQRLREILEQQQQERNDTNFHGVCMFCNEEFLGNRSVILNHMAREHAFNIGLPDNIVNCNEFLCTLQKKLDNLQCLYCEKTFRDKNTLKDHMRKKQHR.... Result: 0 (the proteins do not interact).